From a dataset of Forward reaction prediction with 1.9M reactions from USPTO patents (1976-2016). Predict the product of the given reaction. (1) Given the reactants [CH2:1]([O:8][C:9]1[CH:14]=[CH:13][C:12]([N:15]2[CH:19]=[C:18](C=O)[CH:17]=[N:16]2)=[CH:11][CH:10]=1)[C:2]1[CH:7]=[CH:6][CH:5]=[CH:4][CH:3]=1.C1C=C(Cl)C=C(C(OO)=[O:30])C=1, predict the reaction product. The product is: [CH2:1]([O:8][C:9]1[CH:14]=[CH:13][C:12]([N:15]2[CH:19]=[C:18]([OH:30])[CH:17]=[N:16]2)=[CH:11][CH:10]=1)[C:2]1[CH:7]=[CH:6][CH:5]=[CH:4][CH:3]=1. (2) Given the reactants [C:1]([O:5][C:6](=[O:21])[N:7]([C@H:9]1[CH2:14][CH2:13][C@H:12]([CH2:15][CH2:16][CH2:17][CH2:18][CH2:19][OH:20])[CH2:11][CH2:10]1)[CH3:8])([CH3:4])([CH3:3])[CH3:2].[CH3:22][S:23](Cl)(=[O:25])=[O:24].CCN(CC)CC, predict the reaction product. The product is: [C:1]([O:5][C:6]([N:7]([CH3:8])[C@H:9]1[CH2:10][CH2:11][C@H:12]([CH2:15][CH2:16][CH2:17][CH2:18][CH2:19][O:20][S:23]([CH3:22])(=[O:25])=[O:24])[CH2:13][CH2:14]1)=[O:21])([CH3:3])([CH3:2])[CH3:4].